Dataset: NCI-60 drug combinations with 297,098 pairs across 59 cell lines. Task: Regression. Given two drug SMILES strings and cell line genomic features, predict the synergy score measuring deviation from expected non-interaction effect. (1) Drug 1: CC12CCC3C(C1CCC2=O)CC(=C)C4=CC(=O)C=CC34C. Drug 2: N.N.Cl[Pt+2]Cl. Cell line: ACHN. Synergy scores: CSS=44.0, Synergy_ZIP=2.56, Synergy_Bliss=2.90, Synergy_Loewe=3.93, Synergy_HSA=2.78. (2) Drug 1: CS(=O)(=O)C1=CC(=C(C=C1)C(=O)NC2=CC(=C(C=C2)Cl)C3=CC=CC=N3)Cl. Drug 2: CN(C)N=NC1=C(NC=N1)C(=O)N. Cell line: MCF7. Synergy scores: CSS=4.09, Synergy_ZIP=-1.80, Synergy_Bliss=0.611, Synergy_Loewe=-3.90, Synergy_HSA=-0.583. (3) Drug 1: CC1=CC2C(CCC3(C2CCC3(C(=O)C)OC(=O)C)C)C4(C1=CC(=O)CC4)C. Drug 2: C(CN)CNCCSP(=O)(O)O. Cell line: SNB-19. Synergy scores: CSS=-5.41, Synergy_ZIP=7.89, Synergy_Bliss=11.7, Synergy_Loewe=0.166, Synergy_HSA=1.45. (4) Drug 1: CC(C)(C#N)C1=CC=C(C=C1)N2C3=C4C=C(C=CC4=NC=C3N(C2=O)C)C5=CC6=CC=CC=C6N=C5. Drug 2: C1CCC(C(C1)[NH-])[NH-].C(=O)(C(=O)[O-])[O-].[Pt+4]. Cell line: SK-OV-3. Synergy scores: CSS=60.8, Synergy_ZIP=7.55, Synergy_Bliss=7.57, Synergy_Loewe=-0.0840, Synergy_HSA=10.8. (5) Drug 1: CCC1(CC2CC(C3=C(CCN(C2)C1)C4=CC=CC=C4N3)(C5=C(C=C6C(=C5)C78CCN9C7C(C=CC9)(C(C(C8N6C)(C(=O)OC)O)OC(=O)C)CC)OC)C(=O)OC)O.OS(=O)(=O)O. Drug 2: C1CC(=O)NC(=O)C1N2C(=O)C3=CC=CC=C3C2=O. Cell line: SR. Synergy scores: CSS=2.18, Synergy_ZIP=-0.478, Synergy_Bliss=0.199, Synergy_Loewe=-1.66, Synergy_HSA=-0.674. (6) Drug 1: CC1=C2C(C(=O)C3(C(CC4C(C3C(C(C2(C)C)(CC1OC(=O)C(C(C5=CC=CC=C5)NC(=O)C6=CC=CC=C6)O)O)OC(=O)C7=CC=CC=C7)(CO4)OC(=O)C)O)C)OC(=O)C. Drug 2: C(CC(=O)O)C(=O)CN.Cl. Cell line: CAKI-1. Synergy scores: CSS=40.2, Synergy_ZIP=6.53, Synergy_Bliss=6.05, Synergy_Loewe=4.02, Synergy_HSA=6.08.